From a dataset of Reaction yield outcomes from USPTO patents with 853,638 reactions. Predict the reaction yield, written as a fraction of the theoretical maximum amount of product (1.0 means a 100% yield; for example, 0.34 means a 34% yield). (1) The reactants are [CH3:1][N:2]([CH:10]1[CH2:15][CH2:14][N:13]([CH3:16])[CH2:12][CH2:11]1)[C:3]1[CH:8]=[CH:7][CH:6]=[C:5]([NH2:9])[N:4]=1.[F:17][C:18]1[CH:26]=[CH:25][CH:24]=[C:23]([F:27])[C:19]=1[C:20]([Cl:22])=[O:21]. The catalyst is O1CCOCC1. The product is [ClH:22].[F:17][C:18]1[CH:26]=[CH:25][CH:24]=[C:23]([F:27])[C:19]=1[C:20]([NH:9][C:5]1[CH:6]=[CH:7][CH:8]=[C:3]([N:2]([CH3:1])[CH:10]2[CH2:15][CH2:14][N:13]([CH3:16])[CH2:12][CH2:11]2)[N:4]=1)=[O:21]. The yield is 0.800. (2) The reactants are [Br:1][CH:2]([CH2:6][CH2:7]Br)[C:3](Cl)=[O:4].Cl.[NH2:10][CH2:11][C:12]#[N:13].C(N(CC)CC)C.[H-].[Na+]. The catalyst is C(Cl)Cl.C(OCC)(=O)C. The product is [Br:1][CH:2]1[CH2:6][CH2:7][N:13]([CH2:12][C:11]#[N:10])[C:3]1=[O:4]. The yield is 0.260. (3) The reactants are F[C:2]1[CH:11]=[CH:10][C:5]([C:6](=[N:8][OH:9])[NH2:7])=[CH:4][CH:3]=1.[F-:12].C([N+]([CH2:26][CH2:27][CH2:28][CH3:29])(CCCC)CCCC)CCC.[CH2:30]1[CH2:34]OC[CH2:31]1. No catalyst specified. The product is [F:12][C:31]1[CH:26]=[CH:27][C:28]([C:29]2[O:9][N:8]=[C:6]([C:5]3[CH:10]=[CH:11][CH:2]=[CH:3][CH:4]=3)[N:7]=2)=[CH:34][CH:30]=1. The yield is 0.610. (4) The reactants are [F:1][C:2]1[CH:7]=[CH:6][C:5]([O:8][C:9]2[CH:14]=[CH:13][C:12](I)=[CH:11][CH:10]=2)=[CH:4][CH:3]=1.C(Cl)Cl.[B:19]1([B:19]2[O:23][C:22]([CH3:25])([CH3:24])[C:21]([CH3:27])([CH3:26])[O:20]2)[O:23][C:22]([CH3:25])([CH3:24])[C:21]([CH3:27])([CH3:26])[O:20]1.C([O-])(=O)C.[K+]. The catalyst is O1CCOCC1.C1C=CC(P(C2C=CC=CC=2)[C-]2C=CC=C2)=CC=1.C1C=CC(P(C2C=CC=CC=2)[C-]2C=CC=C2)=CC=1.Cl[Pd]Cl.[Fe+2]. The product is [F:1][C:2]1[CH:7]=[CH:6][C:5]([O:8][C:9]2[CH:14]=[CH:13][C:12]([B:19]3[O:23][C:22]([CH3:25])([CH3:24])[C:21]([CH3:27])([CH3:26])[O:20]3)=[CH:11][CH:10]=2)=[CH:4][CH:3]=1. The yield is 0.900. (5) The reactants are Cl[C:2]([C:4]1[CH:5]=[C:6]2[C:11](=[CH:12][CH:13]=1)[C:9](=[O:10])[O:8][CH2:7]2)=[O:3].N1C2C(=CC=CC=2)C=CC=1.[S]. The catalyst is [Pd].[O-]S([O-])(=O)=O.[Ba+2].C1(C)C=CC=CC=1. The product is [CH:2]([C:4]1[CH:5]=[C:6]2[C:11](=[CH:12][CH:13]=1)[C:9](=[O:10])[O:8][CH2:7]2)=[O:3]. The yield is 0.300.